From a dataset of Reaction yield outcomes from USPTO patents with 853,638 reactions. Predict the reaction yield, written as a fraction of the theoretical maximum amount of product (1.0 means a 100% yield; for example, 0.34 means a 34% yield). The reactants are C[O:2][C:3](=O)[C:4]1[CH:9]=[CH:8][CH:7]=[C:6]([O:10][CH2:11][N:12]2[CH:16]=[CH:15][CH:14]=[N:13]2)[CH:5]=1.[NH3:18]. The catalyst is O. The product is [N:12]1([CH2:11][O:10][C:6]2[CH:5]=[C:4]([CH:9]=[CH:8][CH:7]=2)[C:3]([NH2:18])=[O:2])[CH:16]=[CH:15][CH:14]=[N:13]1. The yield is 0.190.